Dataset: Acute oral toxicity (LD50) regression data from Zhu et al.. Task: Regression/Classification. Given a drug SMILES string, predict its toxicity properties. Task type varies by dataset: regression for continuous values (e.g., LD50, hERG inhibition percentage) or binary classification for toxic/non-toxic outcomes (e.g., AMES mutagenicity, cardiotoxicity, hepatotoxicity). Dataset: ld50_zhu. (1) The drug is CC1CC(C)OP(=O)(Cl)O1. The rat oral LD50 is 2.69, given as -log10 of the dose in mol/kg body weight (higher means more acutely toxic). (2) The compound is C=CCOc1ccc(CC(=O)O)cc1Cl. The rat oral LD50 is 2.33, given as -log10 of the dose in mol/kg body weight (higher means more acutely toxic). (3) The drug is NCC1CC2CCC1C2. The rat oral LD50 is 1.95, given as -log10 of the dose in mol/kg body weight (higher means more acutely toxic). (4) The molecule is COP(=O)(OC)OC(Cl)C(Cl)(Cl)Cl. The rat oral LD50 is 4.32, given as -log10 of the dose in mol/kg body weight (higher means more acutely toxic). (5) The drug is CCC(C)C(CN(C)C)c1ccc(Cl)cc1Cl. The rat oral LD50 is 2.69, given as -log10 of the dose in mol/kg body weight (higher means more acutely toxic). (6) The molecule is CCCCCCCCCCCCSC#N. The rat oral LD50 is 2.26, given as -log10 of the dose in mol/kg body weight (higher means more acutely toxic). (7) The drug is COP(C)(=O)OC. The rat oral LD50 is 1.18, given as -log10 of the dose in mol/kg body weight (higher means more acutely toxic). (8) The compound is O=C(CCCN1CCC(O)(c2ccc(Cl)cc2)CC1)c1ccc(F)cc1. The rat oral LD50 is 3.47, given as -log10 of the dose in mol/kg body weight (higher means more acutely toxic).